Dataset: Reaction yield outcomes from USPTO patents with 853,638 reactions. Task: Predict the reaction yield, written as a fraction of the theoretical maximum amount of product (1.0 means a 100% yield; for example, 0.34 means a 34% yield). (1) The reactants are [H-].[Na+].[F:3][C:4]1[C:5]([CH2:16][N:17]([CH3:25])[C:18](=[O:24])[O:19][C:20]([CH3:23])([CH3:22])[CH3:21])=[CH:6][NH:7][C:8]=1[C:9]1[C:10]([F:15])=[N:11][CH:12]=[CH:13][CH:14]=1.C1OCCOCCOCCOCCOC1.[CH3:41][C:42]1[CH:47]=[CH:46][N:45]=[CH:44][C:43]=1[S:48](Cl)(=[O:50])=[O:49]. The catalyst is O1CCCC1.O. The product is [F:3][C:4]1[C:5]([CH2:16][N:17]([CH3:25])[C:18](=[O:24])[O:19][C:20]([CH3:21])([CH3:22])[CH3:23])=[CH:6][N:7]([S:48]([C:43]2[CH:44]=[N:45][CH:46]=[CH:47][C:42]=2[CH3:41])(=[O:50])=[O:49])[C:8]=1[C:9]1[C:10]([F:15])=[N:11][CH:12]=[CH:13][CH:14]=1. The yield is 0.530. (2) The reactants are Br[C:2]1[CH:3]=[C:4]2[C:9](=[CH:10][CH:11]=1)[N:8]=[CH:7][N:6]=[C:5]2[C:12]1[CH:13]=[C:14]([CH:26]=[CH:27][CH:28]=1)[C:15]([N:17]1[CH2:22][CH2:21][N:20]([C:23](=[O:25])[CH3:24])[CH2:19][CH2:18]1)=[O:16].[CH3:29][O:30][C:31]1[N:38]=[CH:37][C:36](B2OC(C)(C)C(C)(C)O2)=[CH:35][C:32]=1[C:33]#[N:34].COCCOC.C([O-])([O-])=O.[Na+].[Na+]. The catalyst is CCOC(C)=O.C1C=CC([P]([Pd]([P](C2C=CC=CC=2)(C2C=CC=CC=2)C2C=CC=CC=2)([P](C2C=CC=CC=2)(C2C=CC=CC=2)C2C=CC=CC=2)[P](C2C=CC=CC=2)(C2C=CC=CC=2)C2C=CC=CC=2)(C2C=CC=CC=2)C2C=CC=CC=2)=CC=1. The product is [C:23]([N:20]1[CH2:21][CH2:22][N:17]([C:15]([C:14]2[CH:13]=[C:12]([C:5]3[C:4]4[C:9](=[CH:10][CH:11]=[C:2]([C:36]5[CH:37]=[N:38][C:31]([O:30][CH3:29])=[C:32]([CH:35]=5)[C:33]#[N:34])[CH:3]=4)[N:8]=[CH:7][N:6]=3)[CH:28]=[CH:27][CH:26]=2)=[O:16])[CH2:18][CH2:19]1)(=[O:25])[CH3:24]. The yield is 0.410. (3) The reactants are [O:1]1[CH2:6][CH2:5][CH2:4][CH2:3][CH:2]1[CH2:7][OH:8].F[C:10]1[CH:11]=[C:12]([CH3:19])[CH:13]=[CH:14][C:15]=1[N+:16]([O-:18])=[O:17].[CH3:20][C:21]1[CH:27]=[CH:26][C:24]([NH2:25])=[C:23]([O:28][CH2:29][CH:30]2[CH2:35][CH2:34][CH2:33][CH2:32][O:31]2)[CH:22]=1.[NH2:36][C:37]1[S:38][CH:39]=[CH:40][N:41]=1. No catalyst specified. The product is [N+:16]([C:15]1[CH:14]=[CH:13][C:12]([CH3:19])=[CH:11][C:10]=1[O:8][CH2:7][CH:2]1[CH2:3][CH2:4][CH2:5][CH2:6][O:1]1)([O-:18])=[O:17].[CH3:20][C:21]1[CH:27]=[CH:26][C:24]([NH:25][C:7]([NH:36][C:37]2[S:38][CH:39]=[CH:40][N:41]=2)=[O:8])=[C:23]([O:28][CH2:29][CH:30]2[CH2:35][CH2:34][CH2:33][CH2:32][O:31]2)[CH:22]=1. The yield is 0.640. (4) The reactants are C(O[C:4]([C:6]1[N:7]([CH2:17][CH3:18])[N:8]=[C:9]([C:11]2[CH:16]=[CH:15][CH:14]=[CH:13][CH:12]=2)[CH:10]=1)=[O:5])C.[OH-].[Na+].Cl.[CH3:22][O:23][NH:24][CH3:25].Cl.C(NCC)(C)C. The catalyst is CO.C(OCC)(=O)C.[Cl-].[Na+].O.CN(C=O)C. The product is [CH3:22][O:23][N:24]([CH3:25])[C:4]([C:6]1[N:7]([CH2:17][CH3:18])[N:8]=[C:9]([C:11]2[CH:12]=[CH:13][CH:14]=[CH:15][CH:16]=2)[CH:10]=1)=[O:5]. The yield is 0.740. (5) The reactants are [F:1][C:2]1[CH:10]=[CH:9][C:5]([C:6]([OH:8])=[O:7])=[C:4]([SH:11])[CH:3]=1.Cl.[CH3:13]O. No catalyst specified. The product is [F:1][C:2]1[CH:10]=[CH:9][C:5]([C:6]([O:8][CH3:13])=[O:7])=[C:4]([SH:11])[CH:3]=1. The yield is 0.800. (6) The reactants are [C:1]([O:5][C:6](=[O:9])[CH2:7][NH2:8])([CH3:4])([CH3:3])[CH3:2].[CH3:10][C:11]([CH3:16])([CH3:15])[CH2:12][CH:13]=O. The catalyst is C(Cl)Cl. The product is [C:1]([O:5][C:6](=[O:9])[CH2:7]/[N:8]=[CH:13]/[CH2:12][C:11]([CH3:16])([CH3:15])[CH3:10])([CH3:4])([CH3:3])[CH3:2]. The yield is 1.00.